This data is from Peptide-MHC class II binding affinity with 134,281 pairs from IEDB. The task is: Regression. Given a peptide amino acid sequence and an MHC pseudo amino acid sequence, predict their binding affinity value. This is MHC class II binding data. (1) The MHC is DRB1_0101 with pseudo-sequence DRB1_0101. The peptide sequence is QINITEGFGSHGFED. The binding affinity (normalized) is 0.442. (2) The peptide sequence is EEFCTLASRFLVEED. The MHC is HLA-DQA10501-DQB10301 with pseudo-sequence HLA-DQA10501-DQB10301. The binding affinity (normalized) is 0.204.